Task: Regression. Given two drug SMILES strings and cell line genomic features, predict the synergy score measuring deviation from expected non-interaction effect.. Dataset: NCI-60 drug combinations with 297,098 pairs across 59 cell lines (1) Drug 1: COC1=NC(=NC2=C1N=CN2C3C(C(C(O3)CO)O)O)N. Drug 2: CC1=C(N=C(N=C1N)C(CC(=O)N)NCC(C(=O)N)N)C(=O)NC(C(C2=CN=CN2)OC3C(C(C(C(O3)CO)O)O)OC4C(C(C(C(O4)CO)O)OC(=O)N)O)C(=O)NC(C)C(C(C)C(=O)NC(C(C)O)C(=O)NCCC5=NC(=CS5)C6=NC(=CS6)C(=O)NCCC[S+](C)C)O. Cell line: M14. Synergy scores: CSS=25.0, Synergy_ZIP=-7.77, Synergy_Bliss=-2.34, Synergy_Loewe=-1.19, Synergy_HSA=2.80. (2) Drug 1: CS(=O)(=O)C1=CC(=C(C=C1)C(=O)NC2=CC(=C(C=C2)Cl)C3=CC=CC=N3)Cl. Drug 2: COC1=C(C=C2C(=C1)N=CN=C2NC3=CC(=C(C=C3)F)Cl)OCCCN4CCOCC4. Cell line: A498. Synergy scores: CSS=35.9, Synergy_ZIP=4.06, Synergy_Bliss=5.77, Synergy_Loewe=-2.77, Synergy_HSA=7.56. (3) Drug 1: C1CN1P(=S)(N2CC2)N3CC3. Drug 2: C1=CN(C(=O)N=C1N)C2C(C(C(O2)CO)O)O.Cl. Synergy scores: CSS=43.9, Synergy_ZIP=2.44, Synergy_Bliss=4.05, Synergy_Loewe=-17.5, Synergy_HSA=5.13. Cell line: M14. (4) Drug 1: CC1C(C(CC(O1)OC2CC(CC3=C2C(=C4C(=C3O)C(=O)C5=C(C4=O)C(=CC=C5)OC)O)(C(=O)C)O)N)O.Cl. Drug 2: C1CN(CCN1C(=O)CCBr)C(=O)CCBr. Cell line: SF-268. Synergy scores: CSS=38.4, Synergy_ZIP=-10.9, Synergy_Bliss=0.817, Synergy_Loewe=-7.62, Synergy_HSA=0.445. (5) Drug 1: C1=CN(C(=O)N=C1N)C2C(C(C(O2)CO)O)O.Cl. Synergy scores: CSS=84.1, Synergy_ZIP=-0.380, Synergy_Bliss=-1.13, Synergy_Loewe=-0.956, Synergy_HSA=0.0968. Cell line: MOLT-4. Drug 2: CC1=C(C(=O)C2=C(C1=O)N3CC4C(C3(C2COC(=O)N)OC)N4)N. (6) Drug 1: CCN(CC)CCNC(=O)C1=C(NC(=C1C)C=C2C3=C(C=CC(=C3)F)NC2=O)C. Drug 2: N.N.Cl[Pt+2]Cl. Cell line: SF-268. Synergy scores: CSS=52.2, Synergy_ZIP=-1.84, Synergy_Bliss=-2.48, Synergy_Loewe=-0.741, Synergy_HSA=0.862. (7) Drug 1: C1C(C(OC1N2C=C(C(=O)NC2=O)F)CO)O. Drug 2: C(CC(=O)O)C(=O)CN.Cl. Cell line: SK-OV-3. Synergy scores: CSS=25.5, Synergy_ZIP=-6.90, Synergy_Bliss=3.26, Synergy_Loewe=-4.34, Synergy_HSA=3.26. (8) Drug 1: C1=NC2=C(N1)C(=S)N=C(N2)N. Drug 2: C1=CC=C(C=C1)NC(=O)CCCCCCC(=O)NO. Cell line: NCIH23. Synergy scores: CSS=50.2, Synergy_ZIP=-3.83, Synergy_Bliss=-0.666, Synergy_Loewe=0.0493, Synergy_HSA=2.27. (9) Drug 1: CNC(=O)C1=CC=CC=C1SC2=CC3=C(C=C2)C(=NN3)C=CC4=CC=CC=N4. Drug 2: CC1=C(C(=O)C2=C(C1=O)N3CC4C(C3(C2COC(=O)N)OC)N4)N. Cell line: SNB-75. Synergy scores: CSS=48.2, Synergy_ZIP=2.45, Synergy_Bliss=5.49, Synergy_Loewe=-10.2, Synergy_HSA=6.81.